From a dataset of Forward reaction prediction with 1.9M reactions from USPTO patents (1976-2016). Predict the product of the given reaction. (1) Given the reactants [CH3:1][C:2]1[CH:7]=[C:6]([CH3:8])[CH:5]=[C:4]([CH3:9])[C:3]=1[C:10]1[CH:15]=[CH:14][C:13]([C:16]([F:19])([F:18])[F:17])=[CH:12][CH:11]=1.[Br-:20].[Li+].[B-](F)(F)(F)F.[B-](F)(F)(F)F.C1[N+]2(CCl)CC[N+](F)(CC2)C1, predict the reaction product. The product is: [Br:20][C:7]1[C:2]([CH3:1])=[C:3]([C:10]2[CH:15]=[CH:14][C:13]([C:16]([F:17])([F:18])[F:19])=[CH:12][CH:11]=2)[C:4]([CH3:9])=[CH:5][C:6]=1[CH3:8]. (2) The product is: [O:6]1[CH:7]=[CH:8][N:9]=[C:5]1[C:3]([C@@H:2]([NH:1][C:17](=[O:18])[C@@H:16]([CH2:20][C:21]([N:23]1[CH2:24][CH2:25][O:26][CH2:27][CH2:28]1)=[O:22])[CH2:15][C:14]([CH3:13])([CH3:33])[CH2:29][CH:30]([CH3:31])[CH3:32])[CH2:10][CH3:11])=[O:4]. Given the reactants [NH2:1][C@@H:2]([CH2:10][CH3:11])[C:3]([C:5]1[O:6][CH:7]=[CH:8][N:9]=1)=[O:4].Cl.[CH3:13][C:14]([CH3:33])([CH2:29][CH:30]([CH3:32])[CH3:31])[CH2:15][C@H:16]([CH2:20][C:21]([N:23]1[CH2:28][CH2:27][O:26][CH2:25][CH2:24]1)=[O:22])[C:17](O)=[O:18], predict the reaction product. (3) Given the reactants [Cl:1][C:2]1[CH:3]=[C:4]2[C:8](=[CH:9][CH:10]=1)[NH:7][C:6]1[CH2:11][N:12]([CH3:15])[CH2:13][CH2:14][C:5]2=1.N1CCC[C@H]1C(O)=O.[O-]P([O-])([O-])=O.[K+].[K+].[K+].Br[CH:33]=[C:34]([C:36]1[CH:41]=[CH:40][C:39]([O:42][CH3:43])=[CH:38][CH:37]=1)[CH3:35], predict the reaction product. The product is: [Cl:1][C:2]1[CH:3]=[C:4]2[C:8](=[CH:9][CH:10]=1)[N:7]([CH:33]=[C:34]([C:36]1[CH:37]=[CH:38][C:39]([O:42][CH3:43])=[CH:40][CH:41]=1)[CH3:35])[C:6]1[CH2:11][N:12]([CH3:15])[CH2:13][CH2:14][C:5]2=1.